Dataset: Full USPTO retrosynthesis dataset with 1.9M reactions from patents (1976-2016). Task: Predict the reactants needed to synthesize the given product. (1) Given the product [F:33][C:21]1[CH:20]=[C:19]([O:18][C:17]2[C:11]3[C:12](=[N:13][C:8]([N:1]4[CH2:6][CH2:5][O:4][CH2:3][CH2:2]4)=[CH:9][N:10]=3)[N:14]=[CH:15][CH:16]=2)[CH:24]=[CH:23][C:22]=1[NH:25][C:26](=[O:32])[O:27][C:28]([CH3:30])([CH3:29])[CH3:31], predict the reactants needed to synthesize it. The reactants are: [NH:1]1[CH2:6][CH2:5][O:4][CH2:3][CH2:2]1.Cl[C:8]1[N:13]=[C:12]2[N:14]=[CH:15][CH:16]=[C:17]([O:18][C:19]3[CH:24]=[CH:23][C:22]([NH:25][C:26](=[O:32])[O:27][C:28]([CH3:31])([CH3:30])[CH3:29])=[C:21]([F:33])[CH:20]=3)[C:11]2=[N:10][CH:9]=1. (2) Given the product [CH3:28][N:29]([CH3:30])[CH2:20][CH2:19][CH2:18][C:16]1[CH:15]=[CH:14][C:13]2[C:9]([C:6]3[CH:7]=[CH:8][C:3]([C:2]([F:27])([F:26])[F:1])=[CH:4][CH:5]=3)=[N:10][S:11][C:12]=2[CH:17]=1, predict the reactants needed to synthesize it. The reactants are: [F:1][C:2]([F:27])([F:26])[C:3]1[CH:8]=[CH:7][C:6]([C:9]2[C:13]3[CH:14]=[CH:15][C:16]([CH2:18][CH2:19][CH2:20]OS(C)(=O)=O)=[CH:17][C:12]=3[S:11][N:10]=2)=[CH:5][CH:4]=1.[CH3:28][NH:29][CH3:30]. (3) The reactants are: Cl[C:2]1[C:3]2[N:10]=[C:9]([CH2:11][O:12][CH3:13])[S:8][C:4]=2[N:5]=[CH:6][N:7]=1.[CH3:14][O:15][C:16]1[CH:24]=[C:23]2[C:19]([CH:20]=[N:21][NH:22]2)=[CH:18][C:17]=1[NH2:25]. Given the product [CH3:14][O:15][C:16]1[CH:24]=[C:23]2[C:19]([CH:20]=[N:21][NH:22]2)=[CH:18][C:17]=1[NH:25][C:2]1[C:3]2[N:10]=[C:9]([CH2:11][O:12][CH3:13])[S:8][C:4]=2[N:5]=[CH:6][N:7]=1, predict the reactants needed to synthesize it. (4) Given the product [Cl:1][C:2]1[C:11]2[C:6](=[C:7]([N+:12]([O-:14])=[O:13])[CH:8]=[CH:9][CH:10]=2)[N:5]=[CH:4][CH:3]=1, predict the reactants needed to synthesize it. The reactants are: [Cl:1][C:2]1[C:11]2[C:6](=[CH:7][CH:8]=[CH:9][CH:10]=2)[N:5]=[CH:4][CH:3]=1.[N+:12]([O-])([OH:14])=[O:13].OS(O)(=O)=O. (5) Given the product [Cl:8][C:9]1[C:10]([F:45])=[C:11]([C@@H:15]2[C@:19]([C:22]3[CH:27]=[CH:26][C:25]([Cl:28])=[CH:24][C:23]=3[F:29])([C:20]#[N:21])[C@H:18]([CH2:30][C:31]([CH3:34])([CH3:33])[CH3:32])[NH:17][C@H:16]2[C:35]([NH:37][CH:38]2[CH2:43][CH2:42][N:49]([S:46]([NH2:50])(=[O:48])=[O:47])[CH2:40][CH2:39]2)=[O:36])[CH:12]=[CH:13][CH:14]=1, predict the reactants needed to synthesize it. The reactants are: FC(F)(F)C(O)=O.[Cl:8][C:9]1[C:10]([F:45])=[C:11]([C@@H:15]2[C@:19]([C:22]3[CH:27]=[CH:26][C:25]([Cl:28])=[CH:24][C:23]=3[F:29])([C:20]#[N:21])[C@H:18]([CH2:30][C:31]([CH3:34])([CH3:33])[CH3:32])[NH:17][C@H:16]2[C:35]([NH:37][C@H:38]2[CH2:43][CH2:42][C@H](N)[CH2:40][CH2:39]2)=[O:36])[CH:12]=[CH:13][CH:14]=1.[S:46]([NH2:50])([NH2:49])(=[O:48])=[O:47]. (6) Given the product [CH3:28][O:29][C:30]1[CH:37]=[CH:36][C:33]([CH2:34][NH:35][C:39]2[CH:40]=[CH:41][C:42]([C:45]3([C:51]#[N:52])[CH2:50][CH2:49][CH2:48][CH2:47][CH2:46]3)=[N:43][CH:44]=2)=[CH:32][CH:31]=1, predict the reactants needed to synthesize it. The reactants are: C(P(C(C)(C)C)C1C=CC=CC=1C1C=CC=CC=1)(C)(C)C.CC(C)([O-])C.[Na+].[CH3:28][O:29][C:30]1[CH:37]=[CH:36][C:33]([CH2:34][NH2:35])=[CH:32][CH:31]=1.Br[C:39]1[CH:40]=[CH:41][C:42]([C:45]2([C:51]#[N:52])[CH2:50][CH2:49][CH2:48][CH2:47][CH2:46]2)=[N:43][CH:44]=1. (7) Given the product [OH:9][C:6]1[CH:7]=[CH:8][C:3]([CH:2]=[CH2:1])=[CH:4][CH:5]=1.[CH:10]([CH:25]=[CH:24][C:23]([OH:26])=[O:22])=[CH:11][C:12]1[CH:17]=[CH:16][CH:15]=[CH:14][CH:13]=1, predict the reactants needed to synthesize it. The reactants are: [CH2:1]=[CH:2][C:3]1[CH:8]=[CH:7][CH:6]=[CH:5][CH:4]=1.[OH:9][CH:10]=[CH:11][C:12]1[CH:17]=[CH:16][CH:15]=[CH:14][CH:13]=1.C([O:22][C:23](=[O:26])[CH:24]=[CH2:25])(C)(C)C. (8) Given the product [CH2:1]([N:4]1[CH2:8][CH:7]2[CH2:6][C:5]1([C:10]([C:18]1[CH:23]=[CH:22][CH:21]=[CH:20][CH:19]=1)=[O:11])[CH2:9]2)[CH:2]=[CH2:3], predict the reactants needed to synthesize it. The reactants are: [CH2:1]([N:4]1[CH2:8][CH:7]2[CH2:9][C:5]1([C:10](N1CCOCC1)=[O:11])[CH2:6]2)[CH:2]=[CH2:3].[C:18]1([Li])[CH:23]=[CH:22][CH:21]=[CH:20][CH:19]=1.O. (9) Given the product [C:12]1([CH2:11][O:10][C:8]([NH:7][C@@H:6]([C:18]([NH:38][C@H:37]([C:39]([N:41]2[CH2:46][CH2:45][N:44]([C:47]3[CH:48]=[CH:49][N:50]=[CH:51][CH:52]=3)[CH2:43][CH2:42]2)=[O:40])[CH2:36][CH2:35][CH2:34][CH2:33][NH:32][C:30]([O:29][C:27]([CH3:26])([CH3:53])[CH3:28])=[O:31])=[O:20])[CH2:5][C:4]2[CH:21]=[C:22]([Cl:25])[C:23]([OH:24])=[C:2]([Cl:1])[CH:3]=2)=[O:9])[CH:13]=[CH:14][CH:15]=[CH:16][CH:17]=1, predict the reactants needed to synthesize it. The reactants are: [Cl:1][C:2]1[CH:3]=[C:4]([CH:21]=[C:22]([Cl:25])[C:23]=1[OH:24])[CH2:5][C@H:6]([C:18]([OH:20])=O)[NH:7][C:8]([O:10][CH2:11][C:12]1[CH:17]=[CH:16][CH:15]=[CH:14][CH:13]=1)=[O:9].[CH3:26][C:27]([CH3:53])([O:29][C:30]([NH:32][CH2:33][CH2:34][CH2:35][CH2:36][C@@H:37]([C:39]([N:41]1[CH2:46][CH2:45][N:44]([C:47]2[CH:52]=[CH:51][N:50]=[CH:49][CH:48]=2)[CH2:43][CH2:42]1)=[O:40])[NH2:38])=[O:31])[CH3:28].CCN(C(C)C)C(C)C.CN(C(ON1N=NC2C=CC=CC1=2)=[N+](C)C)C.[B-](F)(F)(F)F.C1C=CC2N(O)N=NC=2C=1. (10) Given the product [F:29][C:24]1[CH:23]=[C:22]([CH:27]=[C:26]([F:28])[CH:25]=1)[CH2:21][C@H:3]([NH:2][C:41]([C:36]1[C:35]2[CH2:34][CH2:33][N:32]([CH:44]([CH2:48][CH2:49][CH3:50])[CH2:45][CH2:46][CH3:47])[C:31](=[O:30])[C:40]=2[CH:39]=[CH:38][CH:37]=1)=[O:42])[C@H:4]([OH:20])[CH2:5][NH:6][C:7]1([C:10]2[CH:15]=[CH:14][CH:13]=[C:12]([C:16]([F:17])([F:18])[F:19])[CH:11]=2)[CH2:9][CH2:8]1, predict the reactants needed to synthesize it. The reactants are: Cl.[NH2:2][C@@H:3]([CH2:21][C:22]1[CH:27]=[C:26]([F:28])[CH:25]=[C:24]([F:29])[CH:23]=1)[C@H:4]([OH:20])[CH2:5][NH:6][C:7]1([C:10]2[CH:15]=[CH:14][CH:13]=[C:12]([C:16]([F:19])([F:18])[F:17])[CH:11]=2)[CH2:9][CH2:8]1.[O:30]=[C:31]1[C:40]2[CH:39]=[CH:38][CH:37]=[C:36]([C:41](O)=[O:42])[C:35]=2[CH2:34][CH2:33][N:32]1[CH:44]([CH2:48][CH2:49][CH3:50])[CH2:45][CH2:46][CH3:47].OC1C2N=NNC=2C=CC=1.Cl.CN(C)CCCN=C=NCC.C(N(CC)C(C)C)(C)C.